From a dataset of Forward reaction prediction with 1.9M reactions from USPTO patents (1976-2016). Predict the product of the given reaction. (1) Given the reactants [CH2:1]([S:8][C:9]1[CH:10]=[C:11]2[C:16](=[CH:17][CH:18]=1)[N:15]([C@@H:19]1[CH2:24][CH2:23][CH2:22][CH2:21][C@H:20]1[OH:25])[C:14](=[O:26])[CH:13]=[CH:12]2)[C:2]1[CH:7]=[CH:6][CH:5]=[CH:4][CH:3]=1.[CH3:27][Si]([N-][Si](C)(C)C)(C)C.[K+].O1CCCC1.IC.[Cl-].[NH4+], predict the reaction product. The product is: [CH2:1]([S:8][C:9]1[CH:10]=[C:11]2[C:16](=[CH:17][CH:18]=1)[N:15]([C@@H:19]1[CH2:24][CH2:23][CH2:22][CH2:21][C@H:20]1[O:25][CH3:27])[C:14](=[O:26])[CH:13]=[CH:12]2)[C:2]1[CH:7]=[CH:6][CH:5]=[CH:4][CH:3]=1. (2) Given the reactants [NH2:1][C:2]([NH2:4])=[S:3].Br[CH:6]([CH:12]([CH3:14])[CH3:13])[C:7]([O:9]CC)=O.CC[N:17]([CH:21]([CH3:23])C)[CH:18]([CH3:20])C.[CH3:24][CH2:25]O, predict the reaction product. The product is: [N:17]1([NH:1][C:2]2[S:3][CH:6]([CH:12]([CH3:13])[CH3:14])[C:7](=[O:9])[N:4]=2)[CH2:18][CH2:20][CH2:25][CH2:24][CH2:23][CH2:21]1. (3) Given the reactants [CH2:1]([O:5][CH2:6][CH2:7][O:8][C:9]1[CH:14]=[CH:13][C:12]([C:15]2[CH:16]=[CH:17][C:18]3[N:24]([CH:25]=[O:26])[CH2:23][CH2:22][C:21]([C:27]([NH:29][C:30]4[CH:35]=[CH:34][C:33]([C@H:36]([OH:43])[C:37]5[CH:42]=[CH:41][CH:40]=[CH:39][N:38]=5)=[CH:32][CH:31]=4)=[O:28])=[CH:20][C:19]=3[CH:44]=2)=[CH:11][CH:10]=1)[CH2:2][CH2:3][CH3:4].ClC1C=CC=C(C(OO)=[O:53])C=1.S([O-])([O-])(=O)=S.[Na+].[Na+], predict the reaction product. The product is: [CH2:1]([O:5][CH2:6][CH2:7][O:8][C:9]1[CH:10]=[CH:11][C:12]([C:15]2[CH:16]=[CH:17][C:18]3[N:24]([CH:25]=[O:26])[CH2:23][CH2:22][C:21]([C:27]([NH:29][C:30]4[CH:31]=[CH:32][C:33]([C@H:36]([OH:43])[C:37]5[CH:42]=[CH:41][CH:40]=[CH:39][N+:38]=5[O-:53])=[CH:34][CH:35]=4)=[O:28])=[CH:20][C:19]=3[CH:44]=2)=[CH:13][CH:14]=1)[CH2:2][CH2:3][CH3:4]. (4) Given the reactants Cl[C:2]1[C:11]2[C:6](=[CH:7][CH:8]=[C:9]([Br:12])[CH:10]=2)[N:5]=[CH:4][CH:3]=1.[CH3:13][N:14]1[CH:18]=[N:17][N:16]=[C:15]1[SH:19].C(=O)([O-])[O-].[K+].[K+], predict the reaction product. The product is: [Br:12][C:9]1[CH:10]=[C:11]2[C:6](=[CH:7][CH:8]=1)[N:5]=[CH:4][CH:3]=[C:2]2[S:19][C:15]1[N:14]([CH3:13])[CH:18]=[N:17][N:16]=1. (5) Given the reactants [NH2:1][C:2]1[CH:7]=[C:6]([Br:8])[CH:5]=[CH:4][C:3]=1[SH:9].[CH2:10]([O:12][C:13](=[O:18])[CH2:14][C:15](Cl)=[O:16])[CH3:11], predict the reaction product. The product is: [CH2:10]([O:12][C:13]([C:14]1[S:9][C:3]2[CH:4]=[CH:5][C:6]([Br:8])=[CH:7][C:2]=2[NH:1][C:15]=1[OH:16])=[O:18])[CH3:11]. (6) Given the reactants [OH-:1].[Na+].[CH2:3]([O:10][C:11]1[CH:16]=[CH:15][C:14]([CH2:17]Cl)=[CH:13][C:12]=1[O:19][CH3:20])[C:4]1[CH:9]=[CH:8][CH:7]=[CH:6][CH:5]=1, predict the reaction product. The product is: [CH2:3]([O:10][C:11]1[CH:16]=[CH:15][C:14]([CH2:17][C:4]([CH3:9])([CH3:5])[CH:3]=[O:1])=[CH:13][C:12]=1[O:19][CH3:20])[C:4]1[CH:9]=[CH:8][CH:7]=[CH:6][CH:5]=1. (7) Given the reactants [CH2:1]([O:3][CH2:4][CH2:5][N:6]([S:19]([C:22]1[S:23][CH:24]=[CH:25][CH:26]=1)(=[O:21])=[O:20])[C:7]1[CH:8]=[CH:9][CH:10]=[C:11]2[C:15]=1[NH:14][C:13]([C:16]([NH2:18])=O)=[CH:12]2)[CH3:2].COC1C=CC(P2(SP(C3C=CC(OC)=CC=3)(=S)S2)=[S:36])=CC=1, predict the reaction product. The product is: [CH2:1]([O:3][CH2:4][CH2:5][N:6]([S:19]([C:22]1[S:23][CH:24]=[CH:25][CH:26]=1)(=[O:21])=[O:20])[C:7]1[CH:8]=[CH:9][CH:10]=[C:11]2[C:15]=1[NH:14][C:13]([C:16](=[S:36])[NH2:18])=[CH:12]2)[CH3:2].